This data is from Catalyst prediction with 721,799 reactions and 888 catalyst types from USPTO. The task is: Predict which catalyst facilitates the given reaction. Reactant: [S:1]1[C:9]2[CH:8]=[CH:7][N:6]=[CH:5][C:4]=2[N:3]=[CH:2]1.CI.[BH4-].[Na+].[C:14](=O)([O-])[O-].[K+].[K+]. Product: [CH3:14][N:6]1[CH2:7][CH2:8][C:9]2[S:1][CH:2]=[N:3][C:4]=2[CH2:5]1. The catalyst class is: 35.